Dataset: Forward reaction prediction with 1.9M reactions from USPTO patents (1976-2016). Task: Predict the product of the given reaction. (1) Given the reactants [OH-].[K+].[CH3:3][O:4][C:5]1[CH:6]=[CH:7][C:8]2[N:9]([N:11]=[C:12]([C:25]3[CH:30]=[CH:29][CH:28]=[C:27]([C:31]([F:34])([F:33])[F:32])[CH:26]=3)[C:13]=2[CH2:14][C:15]2[N:20]=[C:19]([C:21]([O:23]C)=[O:22])[CH:18]=[CH:17][CH:16]=2)[CH:10]=1.Cl, predict the reaction product. The product is: [CH3:3][O:4][C:5]1[CH:6]=[CH:7][C:8]2[N:9]([N:11]=[C:12]([C:25]3[CH:30]=[CH:29][CH:28]=[C:27]([C:31]([F:33])([F:34])[F:32])[CH:26]=3)[C:13]=2[CH2:14][C:15]2[N:20]=[C:19]([C:21]([OH:23])=[O:22])[CH:18]=[CH:17][CH:16]=2)[CH:10]=1. (2) Given the reactants [H-].[Na+].[OH:3][C:4]([CH3:10])([CH3:9])[C:5]([O:7][CH3:8])=[O:6].[Br:11][CH2:12][CH2:13][CH2:14][CH2:15][CH2:16][CH2:17]Br, predict the reaction product. The product is: [Br:11][CH2:12][CH2:13][CH2:14][CH2:15][CH2:16][CH2:17][O:3][C:4]([CH3:10])([CH3:9])[C:5]([O:7][CH3:8])=[O:6]. (3) Given the reactants [O:1]1[CH2:5][CH2:4][O:3][CH:2]1[CH2:6][CH2:7][NH:8][C:9]1[CH:10]=[C:11]([CH:25]=[CH:26][C:27]=1[N+:28]([O-])=O)[C:12]([N:14]([CH2:20][CH2:21][CH:22]([CH3:24])[CH3:23])[CH2:15][CH2:16][CH:17]([CH3:19])[CH3:18])=[O:13], predict the reaction product. The product is: [NH2:28][C:27]1[CH:26]=[CH:25][C:11]([C:12]([N:14]([CH2:15][CH2:16][CH:17]([CH3:18])[CH3:19])[CH2:20][CH2:21][CH:22]([CH3:23])[CH3:24])=[O:13])=[CH:10][C:9]=1[NH:8][CH2:7][CH2:6][CH:2]1[O:1][CH2:5][CH2:4][O:3]1. (4) Given the reactants [CH2:1]([N:8]1[C:17](=[O:18])[C:16]2[C:11](=[CH:12][C:13]([Cl:19])=[CH:14][CH:15]=2)[N:10]=[C:9]1[CH:20]([N:24]([CH2:34][CH:35]([F:55])[CH2:36][O:37][Si](C(C)(C)C)(C1C=CC=CC=1)C1C=CC=CC=1)[C:25](=[O:33])[C:26]1[CH:31]=[CH:30][C:29]([CH3:32])=[CH:28][CH:27]=1)[CH:21]([CH3:23])[CH3:22])[C:2]1[CH:7]=[CH:6][CH:5]=[CH:4][CH:3]=1.[F-].C([N+](CCCC)(CCCC)CCCC)CCC, predict the reaction product. The product is: [CH2:1]([N:8]1[C:17](=[O:18])[C:16]2[C:11](=[CH:12][C:13]([Cl:19])=[CH:14][CH:15]=2)[N:10]=[C:9]1[CH:20]([N:24]([CH2:34][CH:35]([F:55])[CH2:36][OH:37])[C:25](=[O:33])[C:26]1[CH:31]=[CH:30][C:29]([CH3:32])=[CH:28][CH:27]=1)[CH:21]([CH3:23])[CH3:22])[C:2]1[CH:7]=[CH:6][CH:5]=[CH:4][CH:3]=1.